From a dataset of Forward reaction prediction with 1.9M reactions from USPTO patents (1976-2016). Predict the product of the given reaction. (1) The product is: [CH3:33][N:19]1[C:18](=[O:34])[C:17]2[C:22](=[C:13]([NH:12][S:8]([C:4]3[CH:3]=[N:2][CH:7]=[CH:6][CH:5]=3)(=[O:10])=[O:9])[CH:14]=[CH:15][CH:16]=2)[N:21]=[C:20]1[C:23]1[CH:28]=[CH:27][CH:26]=[CH:25][CH:24]=1. Given the reactants Cl.[N:2]1[CH:7]=[CH:6][CH:5]=[C:4]([S:8](Cl)(=[O:10])=[O:9])[CH:3]=1.[NH2:12][C:13]1[CH:14]=[CH:15][CH:16]=[C:17]2[C:22]=1[N:21]=[C:20]([C:23]1[CH:28]=[CH:27][CH:26]=[C:25](C(F)(F)F)[CH:24]=1)[N:19]([CH3:33])[C:18]2=[O:34], predict the reaction product. (2) Given the reactants [NH4+:1].[OH-].Cl[C:4]1[C:9]([C:10]([O:12][CH2:13][CH3:14])=[O:11])=[CH:8][N:7]=[C:6]([S:15][CH3:16])[N:5]=1, predict the reaction product. The product is: [NH2:1][C:4]1[C:9]([C:10]([O:12][CH2:13][CH3:14])=[O:11])=[CH:8][N:7]=[C:6]([S:15][CH3:16])[N:5]=1. (3) Given the reactants [C:1](#[N:4])[CH:2]=[CH2:3].[CH:5]([O:8][C:9]([N:11]1[C:20]2[C:15](=[CH:16][C:17]([C:21]([F:24])([F:23])[F:22])=[CH:18][CH:19]=2)[C@@H:14]([N:25]([CH2:31][C:32]2[CH:37]=[C:36]([C:38]([F:41])([F:40])[F:39])[CH:35]=[C:34]([C:42]([F:45])([F:44])[F:43])[CH:33]=2)[C:26]2[NH:30][N:29]=[N:28][N:27]=2)[CH2:13][C@H:12]1[CH2:46][CH3:47])=[O:10])([CH3:7])[CH3:6].C(N(CC)CC)C, predict the reaction product. The product is: [CH:5]([O:8][C:9]([N:11]1[C:20]2[C:15](=[CH:16][C:17]([C:21]([F:24])([F:23])[F:22])=[CH:18][CH:19]=2)[C@@H:14]([N:25]([CH2:31][C:32]2[CH:37]=[C:36]([C:38]([F:39])([F:40])[F:41])[CH:35]=[C:34]([C:42]([F:43])([F:44])[F:45])[CH:33]=2)[C:26]2[N:27]=[N:28][N:29]([CH2:3][CH2:2][C:1]#[N:4])[N:30]=2)[CH2:13][C@H:12]1[CH2:46][CH3:47])=[O:10])([CH3:7])[CH3:6]. (4) Given the reactants [Cl:1][C:2]1[CH:7]=[CH:6][C:5]([Mg]Br)=[CH:4][CH:3]=1.[Cl:10][C:11]1[CH:18]=[CH:17][C:16]([N+:19]([O-:21])=[O:20])=[CH:15][C:12]=1[CH:13]=[O:14].C(=O)=O.CC(C)=O.[NH4+].[Cl-], predict the reaction product. The product is: [Cl:10][C:11]1[CH:18]=[CH:17][C:16]([N+:19]([O-:21])=[O:20])=[CH:15][C:12]=1[CH:13]([C:5]1[CH:6]=[CH:7][C:2]([Cl:1])=[CH:3][CH:4]=1)[OH:14]. (5) The product is: [Br:24][C:6]1[CH:5]=[C:4]2[C:9](=[C:8]([C:10]([O:12][C:13]([CH3:15])([CH3:16])[CH3:14])=[O:11])[CH:7]=1)[N:1]([C:17]([O:19][C:20]([CH3:23])([CH3:22])[CH3:21])=[O:18])[CH2:2][CH2:3]2. Given the reactants [N:1]1([C:17]([O:19][C:20]([CH3:23])([CH3:22])[CH3:21])=[O:18])[C:9]2[C:4](=[CH:5][CH:6]=[CH:7][C:8]=2[C:10]([O:12][C:13]([CH3:16])([CH3:15])[CH3:14])=[O:11])[CH2:3][CH2:2]1.[Br:24]N1C(=O)CCC1=O.O, predict the reaction product. (6) Given the reactants [CH3:1][C:2]1[N:7]([C:8]2[CH:13]=[CH:12][CH:11]=[C:10]([C:14]([F:17])([F:16])[F:15])[CH:9]=2)[C:6](=[O:18])[C:5]([C:19]([NH:21][CH2:22][C:23]2[CH:28]=[CH:27][C:26]([NH:29][S:30]([CH3:33])(=[O:32])=[O:31])=[CH:25][CH:24]=2)=[O:20])=[CH:4][CH:3]=1.IC.[CH3:36]CN(C(C)C)C(C)C, predict the reaction product. The product is: [CH3:1][C:2]1[N:7]([C:8]2[CH:13]=[CH:12][CH:11]=[C:10]([C:14]([F:15])([F:16])[F:17])[CH:9]=2)[C:6](=[O:18])[C:5]([C:19]([NH:21][CH2:22][C:23]2[CH:24]=[CH:25][C:26]([N:29]([CH3:36])[S:30]([CH3:33])(=[O:32])=[O:31])=[CH:27][CH:28]=2)=[O:20])=[CH:4][CH:3]=1.